From a dataset of Reaction yield outcomes from USPTO patents with 853,638 reactions. Predict the reaction yield, written as a fraction of the theoretical maximum amount of product (1.0 means a 100% yield; for example, 0.34 means a 34% yield). (1) The reactants are [CH:1]([C:3]1[CH:7]=[CH:6][S:5][N:4]=1)=[CH2:2].C([Li])CCC.[CH2:13]([Sn:17]([CH2:23][CH2:24][CH2:25][CH3:26])([CH2:19][CH2:20][CH2:21][CH3:22])Cl)[CH2:14][CH2:15][CH3:16].C(=O)(O)[O-].[Na+]. The catalyst is C1COCC1. The product is [CH2:23]([Sn:17]([CH2:13][CH2:14][CH2:15][CH3:16])([CH2:19][CH2:20][CH2:21][CH3:22])[C:6]1[S:5][N:4]=[C:3]([CH:1]=[CH2:2])[CH:7]=1)[CH2:24][CH2:25][CH3:26]. The yield is 0.440. (2) The product is [CH3:1][O:2][C:3]1[CH:8]=[CH:7][CH:6]=[CH:5][C:4]=1[C:9]1[NH:10][C:11]2[C:16]([CH:17]=1)=[CH:15][C:14]([C:37]1[CH2:36][N:35]([C:38]([O:40][C:41]([CH3:44])([CH3:43])[CH3:42])=[O:39])[CH2:34][CH:33]=1)=[CH:13][CH:12]=2. The reactants are [CH3:1][O:2][C:3]1[CH:8]=[CH:7][CH:6]=[CH:5][C:4]=1[C:9]1[NH:10][C:11]2[C:16]([CH:17]=1)=[CH:15][C:14](B1OC(C)(C)C(C)(C)O1)=[CH:13][CH:12]=2.FC(F)(F)S(O[C:33]1[CH2:34][N:35]([C:38]([O:40][C:41]([CH3:44])([CH3:43])[CH3:42])=[O:39])[CH2:36][CH:37]=1)(=O)=O.C(=O)([O-])[O-].[Cs+].[Cs+]. The catalyst is CN(C=O)C.C1C=CC(P(C2C=CC=CC=2)[C-]2C=CC=C2)=CC=1.C1C=CC(P(C2C=CC=CC=2)[C-]2C=CC=C2)=CC=1.Cl[Pd]Cl.[Fe+2]. The yield is 0.160. (3) The product is [OH:1][C@@H:2]1[CH2:7][CH2:6][C@H:5]([NH:8][C:9]2[C:14]([C:15]#[N:16])=[CH:13][N:12]=[C:11]([NH:58][CH2:57][C:52]3[CH:53]=[CH:54][CH:55]=[CH:56][C:51]=3[N:50]3[C:46]([CH3:45])=[N:47][N:48]=[N:49]3)[N:10]=2)[CH2:4][C:3]1([CH3:21])[CH3:20]. The yield is 0.370. The reactants are [OH:1][C@@H:2]1[CH2:7][CH2:6][C@H:5]([NH:8][C:9]2[C:14]([C:15]#[N:16])=[CH:13][N:12]=[C:11](S(C)=O)[N:10]=2)[CH2:4][C:3]1([CH3:21])[CH3:20].O[C@@H]1CC[C@H](NC2C(C#N)=CN=C(S(C)(=O)=O)N=2)CC1(C)C.Cl.[CH3:45][C:46]1[N:50]([C:51]2[CH:56]=[CH:55][CH:54]=[CH:53][C:52]=2[CH2:57][NH2:58])[N:49]=[N:48][N:47]=1.CCN(C(C)C)C(C)C. The catalyst is O1CCOCC1.